Dataset: Forward reaction prediction with 1.9M reactions from USPTO patents (1976-2016). Task: Predict the product of the given reaction. (1) Given the reactants [NH2:1][CH2:2][C:3]([CH3:7])([CH3:6])[CH2:4][OH:5].CN(C1C=CC=CN=1)C.C(N(CC)CC)C.[Si:24](Cl)([C:37]([CH3:40])([CH3:39])[CH3:38])([C:31]1[CH:36]=[CH:35][CH:34]=[CH:33][CH:32]=1)[C:25]1[CH:30]=[CH:29][CH:28]=[CH:27][CH:26]=1, predict the reaction product. The product is: [O:5]([CH2:4][C:3]([CH3:7])([CH3:6])[CH2:2][NH2:1])[Si:24]([C:37]([CH3:40])([CH3:39])[CH3:38])([C:31]1[CH:32]=[CH:33][CH:34]=[CH:35][CH:36]=1)[C:25]1[CH:30]=[CH:29][CH:28]=[CH:27][CH:26]=1. (2) The product is: [F:31][CH2:32][CH2:33][CH2:34][O:1][C:2]1[CH:3]=[C:4]([CH:9]=[CH:10][CH:11]=1)[C:5]([OH:7])=[O:6]. Given the reactants [OH:1][C:2]1[CH:3]=[C:4]([CH:9]=[CH:10][CH:11]=1)[C:5]([O:7]C)=[O:6].C1(P(C2C=CC=CC=2)C2C=CC=CC=2)C=CC=CC=1.[F:31][CH2:32][CH2:33][CH2:34]O.N(C(OC(C)C)=O)=NC(OC(C)C)=O.[OH-].[Na+], predict the reaction product. (3) Given the reactants [CH3:1][C:2]1[CH:11]=[CH:10][C:5]([C:6]([O:8][CH3:9])=[O:7])=[CH:4][C:3]=1[C:12]([O:14][CH3:15])=[O:13].[Br:16]N1C(=O)CCC1=O.C(OOC(=O)C1C=CC=CC=1)(=O)C1C=CC=CC=1.C([O-])(O)=O.[Na+], predict the reaction product. The product is: [Br:16][CH2:1][C:2]1[CH:11]=[CH:10][C:5]([C:6]([O:8][CH3:9])=[O:7])=[CH:4][C:3]=1[C:12]([O:14][CH3:15])=[O:13]. (4) Given the reactants [C:1](Cl)(=[O:3])[CH3:2].[Cl:5][C:6]1[CH:7]=[CH:8][C:9]2[N:15]([CH2:16][C:17]([CH3:21])([CH3:20])[CH2:18][OH:19])[C:14](=[O:22])[C@@H:13]([CH2:23][C:24]([NH:26][C:27]3[CH:32]=[CH:31][C:30]([CH2:33][CH2:34][C:35]([OH:37])=[O:36])=[CH:29][C:28]=3[O:38][CH3:39])=[O:25])[O:12][C@H:11]([C:40]3[CH:45]=[CH:44][CH:43]=[C:42]([O:46][CH3:47])[C:41]=3[O:48][CH3:49])[C:10]=2[CH:50]=1.N1C=CC=CC=1.C(OCC)(=O)C, predict the reaction product. The product is: [C:1]([O:19][CH2:18][C:17]([CH3:20])([CH3:21])[CH2:16][N:15]1[C:9]2[CH:8]=[CH:7][C:6]([Cl:5])=[CH:50][C:10]=2[C@@H:11]([C:40]2[CH:45]=[CH:44][CH:43]=[C:42]([O:46][CH3:47])[C:41]=2[O:48][CH3:49])[O:12][C@H:13]([CH2:23][C:24]([NH:26][C:27]2[CH:32]=[CH:31][C:30]([CH2:33][CH2:34][C:35]([OH:37])=[O:36])=[CH:29][C:28]=2[O:38][CH3:39])=[O:25])[C:14]1=[O:22])(=[O:3])[CH3:2]. (5) Given the reactants C[C:2]1[C:7]([C:8]([OH:10])=[O:9])=[CH:6][C:5]([C:11](O)=[O:12])=[C:4](C)[C:3]=1[OH:15].[C:16](=O)([O-])[O-].[K+].[K+].[I-].[K+].Br[CH2:25][CH2:26][CH2:27][CH2:28][CH2:29][CH2:30][CH2:31][CH2:32][CH2:33][CH2:34][CH2:35][CH2:36][CH2:37][CH2:38][CH2:39][CH3:40].CN([CH:44]=[O:45])C, predict the reaction product. The product is: [CH2:25]([O:15][C:3]1[CH:4]=[C:5]([C:11]([O:45][CH3:44])=[O:12])[CH:6]=[C:7]([CH:2]=1)[C:8]([O:10][CH3:16])=[O:9])[CH2:26][CH2:27][CH2:28][CH2:29][CH2:30][CH2:31][CH2:32][CH2:33][CH2:34][CH2:35][CH2:36][CH2:37][CH2:38][CH2:39][CH3:40]. (6) Given the reactants [OH-].[Li+].[CH3:3][O:4][C:5]1[CH:14]=[CH:13][C:12]([CH:15]=[O:16])=[CH:11][C:6]=1[C:7]([O:9]C)=[O:8].Cl, predict the reaction product. The product is: [CH3:3][O:4][C:5]1[CH:14]=[CH:13][C:12]([CH:15]=[O:16])=[CH:11][C:6]=1[C:7]([OH:9])=[O:8]. (7) Given the reactants [Br:1][C:2]1[CH:14]=[CH:13][C:5]2[O:6][C:7]3([C:10](=O)[NH:11][C:4]=2[CH:3]=1)[CH2:9][CH2:8]3, predict the reaction product. The product is: [Br:1][C:2]1[CH:14]=[CH:13][C:5]2[O:6][C:7]3([CH2:10][NH:11][C:4]=2[CH:3]=1)[CH2:9][CH2:8]3. (8) Given the reactants [N+:1]([C:4]1[CH:5]=[CH:6][C:7]2[O:12][C@:11]([CH3:18])([CH:13]([O:16][CH3:17])[O:14][CH3:15])[C@@H:10]3[O:19][C@@H:9]3[C:8]=2[CH:20]=1)([O-:3])=[O:2].[Cl:21][C:22]1[CH:27]=[CH:26][C:25]([NH:28][CH2:29][C:30]2[NH:31][CH:32]=[CH:33][N:34]=2)=[CH:24][CH:23]=1, predict the reaction product. The product is: [N+:1]([C:4]1[CH:5]=[CH:6][C:7]2[O:12][C@:11]([CH3:18])([CH:13]([O:16][CH3:17])[O:14][CH3:15])[C@H:10]([OH:19])[C@@H:9]([N:28]([C:25]3[CH:26]=[CH:27][C:22]([Cl:21])=[CH:23][CH:24]=3)[CH2:29][C:30]3[NH:31][CH:32]=[CH:33][N:34]=3)[C:8]=2[CH:20]=1)([O-:3])=[O:2]. (9) Given the reactants [N-:1]=[N+:2]=[N-:3].[Na+].[F:5][C@H:6]1[C@H:11](OS(C)(=O)=O)[CH2:10][CH2:9][N:8]([C:17]([O:19][C:20]([CH3:23])([CH3:22])[CH3:21])=[O:18])[CH2:7]1, predict the reaction product. The product is: [N:1]([C@H:11]1[CH2:10][CH2:9][N:8]([C:17]([O:19][C:20]([CH3:22])([CH3:21])[CH3:23])=[O:18])[CH2:7][C@H:6]1[F:5])=[N+:2]=[N-:3]. (10) The product is: [NH2:20][CH2:19][C:16]1[C:17]([NH2:18])=[N:7][C:6]([C:5]2[CH:9]=[CH:10][CH:11]=[C:3]([O:2][CH3:1])[CH:4]=2)=[N:8][C:15]=1[C:14]1[CH:21]=[CH:22][C:23]([Cl:25])=[CH:24][C:13]=1[Cl:12]. Given the reactants [CH3:1][O:2][C:3]1[CH:4]=[C:5]([CH:9]=[CH:10][CH:11]=1)[C:6]([NH2:8])=[NH:7].[Cl:12][C:13]1[CH:24]=[C:23]([Cl:25])[CH:22]=[CH:21][C:14]=1[CH:15]=[C:16]([C:19]#[N:20])[C:17]#[N:18], predict the reaction product.